Regression/Classification. Given a drug SMILES string, predict its absorption, distribution, metabolism, or excretion properties. Task type varies by dataset: regression for continuous measurements (e.g., permeability, clearance, half-life) or binary classification for categorical outcomes (e.g., BBB penetration, CYP inhibition). Dataset: cyp2d6_veith. From a dataset of CYP2D6 inhibition data for predicting drug metabolism from PubChem BioAssay. (1) The drug is COc1ccc(/C=C(/C(=O)Nc2ccccc2C(=O)NC(C)C)c2ccccc2)cc1. The result is 0 (non-inhibitor). (2) The compound is CCc1cccc2c(C=C(C#N)C#N)cn(CC(=O)N3CCCC3)c12. The result is 0 (non-inhibitor).